This data is from Peptide-MHC class I binding affinity with 185,985 pairs from IEDB/IMGT. The task is: Regression. Given a peptide amino acid sequence and an MHC pseudo amino acid sequence, predict their binding affinity value. This is MHC class I binding data. The peptide sequence is RMRRAEPAA. The MHC is HLA-B08:01 with pseudo-sequence HLA-B08:01. The binding affinity (normalized) is 0.364.